Dataset: Full USPTO retrosynthesis dataset with 1.9M reactions from patents (1976-2016). Task: Predict the reactants needed to synthesize the given product. (1) Given the product [CH3:1][C:2]1[CH:7]=[CH:6][C:5]([NH:8][C:20]([NH2:21])=[NH:19])=[CH:4][C:3]=1[S:9]([N:12]1[CH2:17][CH2:16][O:15][CH2:14][CH2:13]1)(=[O:10])=[O:11], predict the reactants needed to synthesize it. The reactants are: [CH3:1][C:2]1[CH:7]=[CH:6][C:5]([NH2:8])=[CH:4][C:3]=1[S:9]([N:12]1[CH2:17][CH2:16][O:15][CH2:14][CH2:13]1)(=[O:11])=[O:10].Cl.[N:19]#[C:20][NH2:21]. (2) Given the product [OH:73][C@@:68]([CH3:70])([CH2:69][OH:22])[C:67]([N:66]([O:65][CH3:64])[CH3:72])=[O:71], predict the reactants needed to synthesize it. The reactants are: CC[C@@H]1[C@@H]2C[C@H]([C@@H](OC3C4C(=CC=CC=4)C(O[C@@H](C4C=CN=C5C=4C=C(OC)C=C5)[C@@H]4N5C[C@H](CC)[C@@H](CC5)C4)=NN=3)C3C=CN=C4C=3C=C([O:22]C)C=C4)N(CC2)C1.CS(N)(=O)=O.[CH3:64][O:65][N:66]([CH3:72])[C:67](=[O:71])[C:68]([CH3:70])=[CH2:69].[OH2:73].